This data is from Full USPTO retrosynthesis dataset with 1.9M reactions from patents (1976-2016). The task is: Predict the reactants needed to synthesize the given product. (1) Given the product [CH2:21]([C@H:17]([NH:16][C:14](=[O:15])[O:13][C:9]([CH3:11])([CH3:10])[CH3:12])[C:18]([NH:6][C:5]1[CH:7]=[CH:8][C:2]([Br:1])=[CH:3][CH:4]=1)=[O:19])[C:22]1[CH:27]=[CH:26][CH:25]=[CH:24][CH:23]=1, predict the reactants needed to synthesize it. The reactants are: [Br:1][C:2]1[CH:8]=[CH:7][C:5]([NH2:6])=[CH:4][CH:3]=1.[C:9]([O:13][C:14]([NH:16][C@@H:17]([CH2:21][C:22]1[CH:27]=[CH:26][CH:25]=[CH:24][CH:23]=1)[C:18](O)=[O:19])=[O:15])([CH3:12])([CH3:11])[CH3:10].C(N(C(C)C)CC)(C)C.F[P-](F)(F)(F)(F)F.N1(OC(N(C)C)=[N+](C)C)C2N=CC=CC=2N=N1. (2) Given the product [NH2:1][CH:2]([CH3:13])[CH2:3][C:4]1[C:9]([NH2:10])=[CH:8][CH:7]=[CH:6][N:5]=1, predict the reactants needed to synthesize it. The reactants are: [NH2:1][CH:2]([CH3:13])[CH2:3][C:4]1[C:9]([N+:10]([O-])=O)=[CH:8][CH:7]=[CH:6][N:5]=1. (3) Given the product [NH2:26][C@@H:22]1[CH2:21][C@H:20]([C:37]([O:39][CH3:40])=[O:38])[C@@H:19]([O:18][Si:1]([C:14]([CH3:15])([CH3:16])[CH3:17])([C:2]2[CH:7]=[CH:6][CH:5]=[CH:4][CH:3]=2)[C:8]2[CH:13]=[CH:12][CH:11]=[CH:10][CH:9]=2)[C@H:23]1[O:24][CH3:25], predict the reactants needed to synthesize it. The reactants are: [Si:1]([O:18][C@H:19]1[C@@H:23]([O:24][CH3:25])[C@H:22]([N:26]2C(=O)C3C(=CC=CC=3)C2=O)[CH2:21][C@@H:20]1[C:37]([O:39][CH3:40])=[O:38])([C:14]([CH3:17])([CH3:16])[CH3:15])([C:8]1[CH:13]=[CH:12][CH:11]=[CH:10][CH:9]=1)[C:2]1[CH:7]=[CH:6][CH:5]=[CH:4][CH:3]=1.CCOCC.NN. (4) Given the product [CH2:14]([O:16][C:17]([C:19]1[O:20][C:21]2[C:27]([N:11]3[CH2:12][CH2:13][N:8]([CH2:1][C:2]4[CH:3]=[CH:4][CH:5]=[CH:6][CH:7]=4)[CH2:9][CH2:10]3)=[CH:26][CH:25]=[CH:24][C:22]=2[CH:23]=1)=[O:18])[CH3:15], predict the reactants needed to synthesize it. The reactants are: [CH2:1]([N:8]1[CH2:13][CH2:12][NH:11][CH2:10][CH2:9]1)[C:2]1[CH:7]=[CH:6][CH:5]=[CH:4][CH:3]=1.[CH2:14]([O:16][C:17]([C:19]1[O:20][C:21]2[C:27](Br)=[CH:26][CH:25]=[CH:24][C:22]=2[CH:23]=1)=[O:18])[CH3:15]. (5) Given the product [CH2:43]([O:42][C:40](=[O:41])[CH2:39][N:35]1[CH2:36][CH2:37][N:32]([C:29]2[CH:30]=[CH:31][C:26]([NH:25][C:18]3[N:17]=[C:16]([NH:15][CH2:8][C:9]4[CH:14]=[CH:13][CH:12]=[CH:11][CH:10]=4)[C:21]([C:22]([NH2:24])=[O:23])=[CH:20][N:19]=3)=[CH:27][CH:28]=2)[CH2:33][CH2:34]1)[CH3:44], predict the reactants needed to synthesize it. The reactants are: CN1CCCC1=O.[CH2:8]([NH:15][C:16]1[C:21]([C:22]([NH2:24])=[O:23])=[CH:20][N:19]=[C:18]([NH:25][C:26]2[CH:31]=[CH:30][C:29]([N:32]3[CH2:37][CH2:36][NH:35][CH2:34][CH2:33]3)=[CH:28][CH:27]=2)[N:17]=1)[C:9]1[CH:14]=[CH:13][CH:12]=[CH:11][CH:10]=1.Br[CH2:39][C:40]([O:42][CH2:43][CH3:44])=[O:41].C(=O)([O-])[O-].[K+].[K+].